From a dataset of Peptide-MHC class I binding affinity with 185,985 pairs from IEDB/IMGT. Regression. Given a peptide amino acid sequence and an MHC pseudo amino acid sequence, predict their binding affinity value. This is MHC class I binding data. The peptide sequence is FLGGTTVCL. The MHC is HLA-A03:01 with pseudo-sequence HLA-A03:01. The binding affinity (normalized) is 0.